Dataset: Full USPTO retrosynthesis dataset with 1.9M reactions from patents (1976-2016). Task: Predict the reactants needed to synthesize the given product. (1) Given the product [C:1]([O:5][C:6]([N:8]1[C:16]2[C:11](=[CH:12][CH:13]=[C:14]([N:33]([CH3:32])[S:34]([C:37]3[CH:42]=[CH:41][C:40]([CH3:43])=[CH:39][CH:38]=3)(=[O:36])=[O:35])[CH:15]=2)[CH:10]=[C:9]1[C:18]1[CH:23]=[C:22]([C:24]2[CH:29]=[CH:28][N:27]=[CH:26][CH:25]=2)[N:21]=[N:20][C:19]=1[O:30][CH3:31])=[O:7])([CH3:4])([CH3:3])[CH3:2], predict the reactants needed to synthesize it. The reactants are: [C:1]([O:5][C:6]([N:8]1[C:16]2[C:11](=[CH:12][CH:13]=[C:14](Br)[CH:15]=2)[CH:10]=[C:9]1[C:18]1[CH:23]=[C:22]([C:24]2[CH:29]=[CH:28][N:27]=[CH:26][CH:25]=2)[N:21]=[N:20][C:19]=1[O:30][CH3:31])=[O:7])([CH3:4])([CH3:3])[CH3:2].[CH3:32][NH:33][S:34]([C:37]1[CH:42]=[CH:41][C:40]([CH3:43])=[CH:39][CH:38]=1)(=[O:36])=[O:35].C(=O)([O-])[O-].[Cs+].[Cs+].CC1(C)C2C(=C(P(C3C=CC=CC=3)C3C=CC=CC=3)C=CC=2)OC2C(P(C3C=CC=CC=3)C3C=CC=CC=3)=CC=CC1=2. (2) Given the product [CH2:43]([NH:50][C:15]([C:11]1[S:10][C:9]([N:8]([CH3:18])[C:6](=[O:7])[O:5][C:1]([CH3:2])([CH3:3])[CH3:4])=[N:13][C:12]=1[CH3:14])=[O:17])[C:44]1[CH:49]=[CH:48][CH:47]=[CH:46][CH:45]=1, predict the reactants needed to synthesize it. The reactants are: [C:1]([O:5][C:6]([N:8]([CH3:18])[C:9]1[S:10][C:11]([C:15]([OH:17])=O)=[C:12]([CH3:14])[N:13]=1)=[O:7])([CH3:4])([CH3:3])[CH3:2].F[P-](F)(F)(F)(F)F.C[N+](C)=C(N(C)C)ON1C2N=CC=CC=2N=N1.[CH2:43]([NH2:50])[C:44]1[CH:49]=[CH:48][CH:47]=[CH:46][CH:45]=1.C(N(CC)CC)C.C(=O)(O)[O-].[Na+]. (3) The reactants are: [C:1]([O:5][C:6](=[O:14])[NH:7][C@H:8]1[CH2:12][CH2:11][NH:10][C:9]1=[O:13])([CH3:4])([CH3:3])[CH3:2].Br[CH2:16][C:17]1[CH:26]=[CH:25][CH:24]=[C:23]2[C:18]=1[CH:19]=[CH:20][C:21]([Cl:27])=[N:22]2.BrCC1C=C2C(C=CC(Cl)=N2)=CC=1.BrCC1C=C2C(C=CN=C2Cl)=CC=1. Given the product [C:1]([O:5][C:6](=[O:14])[NH:7][C@H:8]1[CH2:12][CH2:11][N:10]([CH2:16][C:17]2[CH:26]=[CH:25][CH:24]=[C:23]3[C:18]=2[CH:19]=[CH:20][C:21]([Cl:27])=[N:22]3)[C:9]1=[O:13])([CH3:4])([CH3:2])[CH3:3], predict the reactants needed to synthesize it. (4) Given the product [CH3:1][C:2]1[C:3]([N:9]2[CH2:10][CH2:11][N:12]([C:15]([C:17]3[CH:22]=[CH:21][C:20]([N:23]4[C@H:27]([CH2:28][OH:29])[CH2:26][O:25][C:24]4=[O:38])=[C:19]([F:39])[CH:18]=3)=[O:16])[CH2:13][CH2:14]2)=[N:4][CH:5]=[C:6]([CH3:8])[CH:7]=1, predict the reactants needed to synthesize it. The reactants are: [CH3:1][C:2]1[C:3]([N:9]2[CH2:14][CH2:13][N:12]([C:15]([C:17]3[CH:22]=[CH:21][C:20]([N:23]4[C@H:27]([CH2:28][O:29]C(=O)C5C=CC=CC=5)[CH2:26][O:25][C:24]4=[O:38])=[C:19]([F:39])[CH:18]=3)=[O:16])[CH2:11][CH2:10]2)=[N:4][CH:5]=[C:6]([CH3:8])[CH:7]=1.[OH-].[Na+].Cl.[Cl-].[Na+]. (5) Given the product [Br:5][C:6]1[C:7]([CH3:19])=[C:8]([C:14]([OH:17])=[CH:15][CH:16]=1)[C:9]([O:11][CH2:12][CH3:13])=[O:10], predict the reactants needed to synthesize it. The reactants are: B(Br)(Br)Br.[Br:5][C:6]1[C:7]([CH3:19])=[C:8]([C:14]([O:17]C)=[CH:15][CH:16]=1)[C:9]([O:11][CH2:12][CH3:13])=[O:10]. (6) Given the product [CH3:1][O:2][C:3]1[C:8]([C:9]2[CH:14]=[CH:13][C:12]([O:15][C:16]3[CH:21]=[CH:20][N:19]=[C:18]([C:22]4[CH:23]=[N:24][N:25]([CH3:27])[CH:26]=4)[CH:17]=3)=[C:11]([CH3:28])[N:10]=2)=[CH:7][N:6]=[C:5]([NH:46][CH2:45][CH2:44][O:43][CH3:42])[N:4]=1, predict the reactants needed to synthesize it. The reactants are: [CH3:1][O:2][C:3]1[C:8]([C:9]2[CH:14]=[CH:13][C:12]([O:15][C:16]3[CH:21]=[CH:20][N:19]=[C:18]([C:22]4[CH:23]=[N:24][N:25]([CH3:27])[CH:26]=4)[CH:17]=3)=[C:11]([CH3:28])[N:10]=2)=[CH:7][N:6]=[C:5](SC)[N:4]=1.C1C=C(Cl)C=C(C(OO)=O)C=1.[CH3:42][O:43][CH2:44][CH2:45][NH2:46]. (7) The reactants are: [CH2:1]([C:4]1([OH:17])[CH2:9][CH2:8][N:7]([C:10]([O:12][C:13]([CH3:16])([CH3:15])[CH3:14])=[O:11])[CH2:6][CH2:5]1)[CH:2]=[CH2:3].[Na+].[I-].C[Si](C)(C)[C:22]([F:25])(F)[F:23].C1COCC1. Given the product [F:23][C:22]1([F:25])[CH2:3][CH:2]1[CH2:1][C:4]1([OH:17])[CH2:9][CH2:8][N:7]([C:10]([O:12][C:13]([CH3:16])([CH3:15])[CH3:14])=[O:11])[CH2:6][CH2:5]1, predict the reactants needed to synthesize it. (8) Given the product [NH2:21][C:11]1[N:10]=[C:9]([C@@H:5]2[O:4][C@H:3]([CH2:2][OH:1])[CH:7]([OH:8])[CH2:6]2)[N:14]=[C:13]2[NH:15][N:16]=[C:17]([I:18])[C:12]=12, predict the reactants needed to synthesize it. The reactants are: [OH:1][CH2:2][C@@H:3]1[CH:7]([OH:8])[CH2:6][C@H:5]([C:9]2[N:14]=[C:13]3[NH:15][N:16]=[C:17]([I:18])[C:12]3=[C:11](C)[N:10]=2)[O:4]1.[OH-].[NH4+:21]. (9) Given the product [Cl:26][C:23]1[CH:24]=[CH:25][C:20]([CH:8]([C:5]2[CH:6]=[CH:7][C:2]([NH:1][S:31]([CH:28]3[CH2:30][CH2:29]3)(=[O:33])=[O:32])=[CH:3][CH:4]=2)[CH2:9][C:10]([C:12]2[CH:13]=[CH:14][C:15](=[O:19])[N:16]([CH3:18])[CH:17]=2)=[O:11])=[C:21]([CH3:27])[CH:22]=1, predict the reactants needed to synthesize it. The reactants are: [NH2:1][C:2]1[CH:7]=[CH:6][C:5]([CH:8]([C:20]2[CH:25]=[CH:24][C:23]([Cl:26])=[CH:22][C:21]=2[CH3:27])[CH2:9][C:10]([C:12]2[CH:13]=[CH:14][C:15](=[O:19])[N:16]([CH3:18])[CH:17]=2)=[O:11])=[CH:4][CH:3]=1.[CH:28]1([S:31](Cl)(=[O:33])=[O:32])[CH2:30][CH2:29]1. (10) The reactants are: C([NH:4][C:5]12[CH2:14][CH:9]3[CH2:10][CH:11]([CH2:13][C:7]([C:15]([OH:17])=[O:16])([CH2:8]3)[CH2:6]1)[CH2:12]2)(=O)C.[ClH:18]. Given the product [ClH:18].[NH2:4][C:5]12[CH2:14][CH:9]3[CH2:10][CH:11]([CH2:13][C:7]([C:15]([OH:17])=[O:16])([CH2:8]3)[CH2:6]1)[CH2:12]2, predict the reactants needed to synthesize it.